From a dataset of Catalyst prediction with 721,799 reactions and 888 catalyst types from USPTO. Predict which catalyst facilitates the given reaction. (1) Reactant: I[CH2:2][CH2:3][CH3:4].[CH:5]1([C:8]2[CH:9]=[C:10]([CH:13]=[C:14]([OH:17])[C:15]=2[I:16])[CH:11]=[O:12])[CH2:7][CH2:6]1.C(=O)([O-])[O-].[K+].[K+].CN(C=O)C. Product: [CH:5]1([C:8]2[CH:9]=[C:10]([CH:13]=[C:14]([O:17][CH2:2][CH2:3][CH3:4])[C:15]=2[I:16])[CH:11]=[O:12])[CH2:6][CH2:7]1. The catalyst class is: 84. (2) Reactant: [CH:1]1([CH2:4][N:5]([C:17]2[CH:28]=[C:27]3[C:29]4[CH:23]([CH2:24][CH2:25][CH2:26]3)[CH2:22][CH2:21][CH2:20][C:19]=4[CH:18]=2)[C:6]2[CH:16]=[CH:15][C:9]([C:10]([O:12]CC)=[O:11])=[CH:8][CH:7]=2)[CH2:3][CH2:2]1.[OH-].[Na+].Cl. Product: [CH:1]1([CH2:4][N:5]([C:17]2[CH:18]=[C:19]3[C:29]4[CH:23]([CH2:22][CH2:21][CH2:20]3)[CH2:24][CH2:25][CH2:26][C:27]=4[CH:28]=2)[C:6]2[CH:7]=[CH:8][C:9]([C:10]([OH:12])=[O:11])=[CH:15][CH:16]=2)[CH2:3][CH2:2]1. The catalyst class is: 8. (3) Reactant: [NH2:1][CH2:2][C@@:3]1([OH:11])[CH:8]2[CH2:9][CH2:10][N:5]([CH2:6][CH2:7]2)[CH2:4]1.CCN(C(C)C)C(C)C.C([O-])([O-])=O.[Cs+].[Cs+].[O:27]1[C:31]2[CH:32]=[CH:33][CH:34]=[CH:35][C:30]=2[N:29]=[C:28]1[N:36]=[C:37](SC)SC. Product: [O:27]1[C:31]2[CH:32]=[CH:33][CH:34]=[CH:35][C:30]=2[N:29]=[C:28]1[NH:36][C:37]1[O:11][C@:3]2([CH2:2][N:1]=1)[CH:8]1[CH2:7][CH2:6][N:5]([CH2:10][CH2:9]1)[CH2:4]2. The catalyst class is: 3. (4) Reactant: [CH:1]1([CH:7]([NH:20][C:21]2[CH:29]=[CH:28][C:24]([C:25](O)=[O:26])=[CH:23][CH:22]=2)[C:8]2[N:12]([CH3:13])[C:11]3[CH:14]=[C:15]([O:18][CH3:19])[CH:16]=[CH:17][C:10]=3[N:9]=2)[CH2:6][CH2:5][CH2:4][CH2:3][CH2:2]1.Cl.[CH2:31]([O:33][C:34](=[O:38])[CH2:35][CH2:36][NH2:37])[CH3:32].O.ON1C2C=CC=CC=2N=N1.Cl.C(N=C=NCCCN(C)C)C.[Cl-].[NH4+]. Product: [CH:1]1([CH:7]([NH:20][C:21]2[CH:22]=[CH:23][C:24]([C:25]([NH:37][CH2:36][CH2:35][C:34]([O:33][CH2:31][CH3:32])=[O:38])=[O:26])=[CH:28][CH:29]=2)[C:8]2[N:12]([CH3:13])[C:11]3[CH:14]=[C:15]([O:18][CH3:19])[CH:16]=[CH:17][C:10]=3[N:9]=2)[CH2:6][CH2:5][CH2:4][CH2:3][CH2:2]1. The catalyst class is: 289. (5) Reactant: [CH3:1][O:2][C:3]1[CH:4]=[C:5]2[C:10](=[CH:11][C:12]=1[O:13][CH3:14])[N:9]=[CH:8][CH:7]=[C:6]2[O:15][C:16]1[CH:22]=[CH:21][C:19]([NH2:20])=[C:18]([CH3:23])[C:17]=1[CH3:24].[CH2:25]([N:27]([CH2:30][CH3:31])[CH2:28][CH3:29])[CH3:26].[C:32](Cl)(Cl)=[S:33].[CH2:36]([N:38](CC)CC(N)C)C. Product: [CH3:1][O:2][C:3]1[CH:4]=[C:5]2[C:10](=[CH:11][C:12]=1[O:13][CH3:14])[N:9]=[CH:8][CH:7]=[C:6]2[O:15][C:16]1[CH:22]=[CH:21][C:19]([NH:20][C:32]([NH:38][CH2:36][CH2:26][CH2:25][N:27]([CH2:30][CH3:31])[CH2:28][CH3:29])=[S:33])=[C:18]([CH3:23])[C:17]=1[CH3:24]. The catalyst class is: 42. (6) Reactant: [NH2:1][C:2]1[CH:3]=[C:4]2[C:8](=[CH:9][CH:10]=1)[N:7](OC(=O)C(C)(C)C)[N:6]=[C:5]2[C:18]1[NH:19][CH:20]=[CH:21][CH:22]=1.[Cl:23][C:24]1[CH:25]=[C:26]([CH:30]=[CH:31][CH:32]=1)[C:27](Cl)=[O:28].C(N(CC)CC)C. Product: [Cl:23][C:24]1[CH:25]=[C:26]([CH:30]=[CH:31][CH:32]=1)[C:27]([NH:1][C:2]1[CH:3]=[C:4]2[C:8](=[CH:9][CH:10]=1)[NH:7][N:6]=[C:5]2[C:18]1[NH:19][CH:20]=[CH:21][CH:22]=1)=[O:28]. The catalyst class is: 2. (7) Reactant: [Mn]([O-])(=O)(=O)=[O:2].[K+].[CH3:7][O:8][C:9]1[CH:29]=[CH:28][C:12]([CH2:13][O:14][C:15]2[CH:24]=[C:23]3[C:18]([CH:19]([CH2:25][CH:26]=[O:27])[CH2:20][O:21][CH2:22]3)=[CH:17][CH:16]=2)=[CH:11][CH:10]=1. Product: [CH3:7][O:8][C:9]1[CH:10]=[CH:11][C:12]([CH2:13][O:14][C:15]2[CH:24]=[C:23]3[C:18]([CH:19]([CH2:25][C:26]([OH:2])=[O:27])[CH2:20][O:21][CH2:22]3)=[CH:17][CH:16]=2)=[CH:28][CH:29]=1. The catalyst class is: 692.